Dataset: Reaction yield outcomes from USPTO patents with 853,638 reactions. Task: Predict the reaction yield, written as a fraction of the theoretical maximum amount of product (1.0 means a 100% yield; for example, 0.34 means a 34% yield). (1) The reactants are O=[C:2]1[C:11]2[CH:12]=[CH:13][S:14][C:10]=2[C:9]2[CH:8]=[CH:7][C:6]([C:15]([O:17][CH3:18])=[O:16])=[CH:5][C:4]=2[NH:3]1.O=P(Cl)(Cl)[Cl:21].CCN(C(C)C)C(C)C.O. The catalyst is C1(C)C=CC=CC=1. The product is [Cl:21][C:2]1[C:11]2[CH:12]=[CH:13][S:14][C:10]=2[C:9]2[CH:8]=[CH:7][C:6]([C:15]([O:17][CH3:18])=[O:16])=[CH:5][C:4]=2[N:3]=1. The yield is 0.710. (2) The reactants are CN(C=O)C.[H-].[Na+].[C:8]12([O:18][CH2:19][CH2:20][O:21][CH2:22][CH2:23][O:24][CH2:25][CH2:26][O:27][CH2:28][CH2:29][OH:30])[CH2:17][CH:12]3[CH2:13][CH:14]([CH2:16][CH:10]([CH2:11]3)[CH2:9]1)[CH2:15]2.CS(O[CH2:36][CH2:37][CH2:38][CH2:39][N:40]=[N+:41]=[N-:42])(=O)=O. The catalyst is C1COCC1. The product is [C:8]12([O:18][CH2:19][CH2:20][O:21][CH2:22][CH2:23][O:24][CH2:25][CH2:26][O:27][CH2:28][CH2:29][O:30][CH2:36][CH2:37][CH2:38][CH2:39][N:40]=[N+:41]=[N-:42])[CH2:15][CH:14]3[CH2:16][CH:10]([CH2:11][CH:12]([CH2:13]3)[CH2:17]1)[CH2:9]2. The yield is 0.710. (3) The reactants are [OH:1][C:2]1[CH:9]=[CH:8][C:5]([CH:6]=[O:7])=[CH:4][C:3]=1[O:10][CH3:11].C(=O)([O-])[O-].[K+].[K+].[CH3:18][O:19][CH2:20]Cl. The catalyst is CN(C)C=O. The product is [CH3:18][O:19][CH2:20][O:1][C:2]1[CH:9]=[CH:8][C:5]([CH:6]=[O:7])=[CH:4][C:3]=1[O:10][CH3:11]. The yield is 0.990. (4) The reactants are [C:1]([C:4]1([CH2:14][CH3:15])[CH2:12][C:11]2[C:6](=[CH:7][CH:8]=[C:9]([F:13])[CH:10]=2)[CH2:5]1)(=[O:3])[CH3:2].[Br:16]Br. The catalyst is CO. The product is [Br:16][CH2:2][C:1]([C:4]1([CH2:14][CH3:15])[CH2:12][C:11]2[C:6](=[CH:7][CH:8]=[C:9]([F:13])[CH:10]=2)[CH2:5]1)=[O:3]. The yield is 0.690.